Dataset: Experimentally validated miRNA-target interactions with 360,000+ pairs, plus equal number of negative samples. Task: Binary Classification. Given a miRNA mature sequence and a target amino acid sequence, predict their likelihood of interaction. (1) The miRNA is hsa-miR-335-5p with sequence UCAAGAGCAAUAACGAAAAAUGU. The protein sequence of the target gene is MALARPGTPDPQALASVLLLLLWAPALSLLAGTVPSEPPSACASDPCAPGTECQATESGGYTCGPMEPRGCATQPCHHGALCVPQGPDPTGFRCYCVPGFQGPRCELDIDECASRPCHHGATCRNLADRYECHCPLGYAGVTCEMEVDECASAPCLHGGSCLDGVGSFRCVCAPGYGGTRCQLDLDECQSQPCAHGGTCHDLVNGFRCDCAGTGYEGTHCEREVLECASAPCEHNASCLEGLGSFRCLCWPGYSGELCEVDEDECASSPCQHGGRCLQRSDPALYGGVQAAFPGAFSFRH.... Result: 1 (interaction). (2) The miRNA is hsa-miR-6864-3p with sequence GUGAGACUUCUCUCCCUUCAG. The protein sequence of the target gene is MRAPIPEPKPGDLIEIFRPFYRHWAIYVGDGYVVHLAPPSEVAGAGAASVMSALTDKAIVKKELLYDVAGSDKYQVNNKHDDKYSPLPCSKIIQRAEELVGQEVLYKLTSENCEHFVNELRYGVARSDQVRDVIIAASVAGMGLAAMSLIGVMFSRNKRQKQ. Result: 1 (interaction). (3) The miRNA is hsa-miR-642b-5p with sequence GGUUCCCUCUCCAAAUGUGUCU. The protein sequence of the target gene is MGNIFANLFKGLFGKKEMRILMVGLDAAGKTTILYKLKLGEIVTTIPTIGFNVETVEYKNISFTVWDVGGQDKIRPLWRHYFQNTQGLIFVVDSNDRERVNEAREELMRMLAEDELRDAVLLVFANKQDLPNAMNAAEITDKLGLHSLRHRNWYIQATCATSGDGLYEGLDWLSNQLRNQK. Result: 1 (interaction). (4) The miRNA is hsa-miR-507 with sequence UUUUGCACCUUUUGGAGUGAA. The protein sequence of the target gene is MVPEVRVLSSLLGLALLWFPLDSHARARPDMFCLFHGKRYSPGESWHPYLEPQGLMYCLRCTCSEGAHVSCYRLHCPPVHCPQPVTEPQQCCPKCVEPHTPSGLRAPPKSCQHNGTMYQHGEIFSAHELFPSRLPNQCVLCSCTEGQIYCGLTTCPEPGCPAPLPLPDSCCQACKDEASEQSDEEDSVQSLHGVRHPQDPCSSDAGRKRGPGTPAPTGLSAPLSFIPRHFRPKGAGSTTVKIVLKEKHKKACVHGGKTYSHGEVWHPAFRAFGPLPCILCTCEDGRQDCQRVTCPTEYPC.... Result: 0 (no interaction). (5) The miRNA is hsa-miR-6800-3p with sequence CACCUCUCCUGGCAUCGCCCC. The protein sequence of the target gene is MAHGIPSQGKVTITVDEYSSNPTQAFTHYNINQSRFQPPHVHMVDPIPYDTPKPAGHTRFVCISDTHSRTDGIQMPYGDILLHTGDFTELGLPSEVKKFNDWLGNLPYEYKIVIAGNHELTFDKEFMADLVKQDYYRFPSVSKLKPEDFDNVQSLLTNSIYLQDSEVTVKGFRIYGAPWTPWFNGWGFNLPRGQSLLDKWNLIPEGIDILMTHGPPLGFRDWVPKELQRVGCVELLNTVQRRVRPKLHVFGGIHEGYGIMTDGYTTYINASTCTVSFQPTNPPIIFDLPNPQGS. Result: 0 (no interaction). (6) The miRNA is hsa-miR-4252 with sequence GGCCACUGAGUCAGCACCA. The protein sequence of the target gene is MQPSPPPTELVPSERAVVLLSCALSALGSGLLVATHALWPDLRSRARRLLLFLSLADLLSAASYFYGVLQNFAGPSWDCVLQGALSTFANTSSFFWTVAIALYLYLSIVRAARGPRTDRLLWAFHVVSWGVPLVITVAAVALKKIGYDASDVSVGWCWIDLEAKDHVLWMLLTGKLWEMLAYVLLPLLYLLVRKHINRAHTALSEYRPILSQEHRLLRHSSMADKKLVLIPLIFIGLRVWSTVRFVLTLCGSPAVQTPVLVVLHGIGNTFQGGANCIMFVLCTRAVRTRLFSLCCCCCSS.... Result: 1 (interaction).